From a dataset of Forward reaction prediction with 1.9M reactions from USPTO patents (1976-2016). Predict the product of the given reaction. (1) Given the reactants C1(COC2C(C3N(C[C:14]4[CH:32]=[CH:31][C:30](CCC(O)=O)=[CH:29][CH:15]=4)[C:15]4[CH:29]=[C:30](F)[C:31](F)=[CH:32][C:14]=4N=3)=CC=CN=2)CC1.[Cl:35][C:36]1[CH:41]=[CH:40][C:39]([C:42]2[N:46]([CH2:47][CH:48]3CCCCC3)[C:45]3[CH:54]=[C:55]([F:59])[C:56]([F:58])=[CH:57][C:44]=3[N:43]=2)=[C:38]([O:60][CH2:61]C2C=CC=CC=2Cl)[CH:37]=1.BrCCC1CCCCC1, predict the reaction product. The product is: [Cl:35][C:36]1[CH:41]=[CH:40][C:39]([C:42]2[N:46]([CH2:47][CH2:48][CH:14]3[CH2:32][CH2:31][CH2:30][CH2:29][CH2:15]3)[C:45]3[CH:54]=[C:55]([F:59])[C:56]([F:58])=[CH:57][C:44]=3[N:43]=2)=[C:38]([O:60][CH3:61])[CH:37]=1. (2) Given the reactants [Cl:1][C:2]1[CH:3]=[C:4]([CH:16]=[C:17]([Cl:19])[CH:18]=1)[CH2:5][N:6]1[CH:11]=[CH:10][CH:9]=[C:8]([C:12]([OH:14])=O)[C:7]1=[O:15].Cl.[NH2:21][C@@H:22]([CH2:27][CH2:28][CH2:29][NH:30][C:31]([O:33][C:34]([CH3:37])([CH3:36])[CH3:35])=[O:32])[C:23]([O:25][CH3:26])=[O:24].CN(C(ON1N=NC2C=CC=CC1=2)=[N+](C)C)C.F[P-](F)(F)(F)(F)F, predict the reaction product. The product is: [C:34]([O:33][C:31]([NH:30][CH2:29][CH2:28][CH2:27][C@H:22]([NH:21][C:12]([C:8]1[C:7](=[O:15])[N:6]([CH2:5][C:4]2[CH:16]=[C:17]([Cl:19])[CH:18]=[C:2]([Cl:1])[CH:3]=2)[CH:11]=[CH:10][CH:9]=1)=[O:14])[C:23]([O:25][CH3:26])=[O:24])=[O:32])([CH3:36])([CH3:37])[CH3:35]. (3) Given the reactants [CH3:1][C:2]([CH3:11])([CH2:6][CH2:7][C:8](O)=[O:9])[C:3](O)=[O:4].[NH2:12]C(N)=O, predict the reaction product. The product is: [CH3:1][C:2]1([CH3:11])[CH2:6][CH2:7][C:8](=[O:9])[NH:12][C:3]1=[O:4]. (4) Given the reactants [CH2:1]([O:3][C:4](=[O:29])[CH2:5][N:6]1[N:10]=[N:9][C:8]([C:11]2[S:15][C:14]([N:16]3[CH2:21][CH2:20][N:19](C(OC(C)(C)C)=O)[CH2:18][CH2:17]3)=[N:13][CH:12]=2)=[N:7]1)[CH3:2].[ClH:30].O1CCOCC1, predict the reaction product. The product is: [ClH:30].[N:16]1([C:14]2[S:15][C:11]([C:8]3[N:9]=[N:10][N:6]([CH2:5][C:4]([O:3][CH2:1][CH3:2])=[O:29])[N:7]=3)=[CH:12][N:13]=2)[CH2:21][CH2:20][NH:19][CH2:18][CH2:17]1. (5) Given the reactants [N+:1]([C:4]1[CH:5]=[CH:6][C:7]2[O:12][C@:11]([CH3:18])([CH:13]([O:16][CH3:17])[O:14][CH3:15])[C@@H:10]3[O:19][C@@H:9]3[C:8]=2[CH:20]=1)([O-:3])=[O:2].[CH2:21]([NH:28][CH2:29][C:30]1[N:31]=[N:32][N:33]([CH3:35])[N:34]=1)[C:22]1[CH:27]=[CH:26][CH:25]=[CH:24][CH:23]=1, predict the reaction product. The product is: [N+:1]([C:4]1[CH:5]=[CH:6][C:7]2[O:12][C@:11]([CH3:18])([CH:13]([O:16][CH3:17])[O:14][CH3:15])[C@H:10]([OH:19])[C@@H:9]([N:28]([CH2:21][C:22]3[CH:27]=[CH:26][CH:25]=[CH:24][CH:23]=3)[CH2:29][C:30]3[N:31]=[N:32][N:33]([CH3:35])[N:34]=3)[C:8]=2[CH:20]=1)([O-:3])=[O:2].